From a dataset of Peptide-MHC class I binding affinity with 185,985 pairs from IEDB/IMGT. Regression. Given a peptide amino acid sequence and an MHC pseudo amino acid sequence, predict their binding affinity value. This is MHC class I binding data. (1) The peptide sequence is HLRVLFSIFY. The MHC is HLA-A68:01 with pseudo-sequence HLA-A68:01. The binding affinity (normalized) is 0.294. (2) The MHC is HLA-A23:01 with pseudo-sequence HLA-A23:01. The binding affinity (normalized) is 0. The peptide sequence is KVFPYALINK.